From a dataset of Buchwald-Hartwig C-N cross coupling reaction yields with 55,370 reactions. Predict the reaction yield, written as a fraction of the theoretical maximum amount of product (1.0 means a 100% yield; for example, 0.34 means a 34% yield). The reactants are FC(F)(F)c1ccc(Br)cc1.Cc1ccc(N)cc1.O=S(=O)(O[Pd]1c2ccccc2-c2ccccc2N~1)C(F)(F)F.COc1ccc(OC)c(P(C(C)(C)C)C(C)(C)C)c1-c1c(C(C)C)cc(C(C)C)cc1C(C)C.CN1CCCN2CCCN=C12.COC(=O)c1cc(-c2cccs2)on1. No catalyst specified. The product is Cc1ccc(Nc2ccc(C(F)(F)F)cc2)cc1. The yield is 0.382.